This data is from Reaction yield outcomes from USPTO patents with 853,638 reactions. The task is: Predict the reaction yield, written as a fraction of the theoretical maximum amount of product (1.0 means a 100% yield; for example, 0.34 means a 34% yield). (1) The reactants are [CH3:1][N:2]([C:4]([CH2:6][N:7]1[C:15]2[C:10](=[CH:11][CH:12]=[C:13]([C:16]([OH:18])=[O:17])[CH:14]=2)[C:9]([CH:19]2[CH2:24][CH2:23][CH2:22][CH2:21][CH2:20]2)=[C:8]1[C:25]1[CH:26]=[C:27]2[C:32](=[CH:33][CH:34]=1)[N:31]=[C:30]([C:35]1[S:39][C:38]([CH3:40])=[N:37][C:36]=1[CH3:41])[CH:29]=[CH:28]2)=[O:5])[CH3:3].COC(C1C=[C:53]2[C:49]([C:50](C3CCCCC3)=[C:51]([C:61]3C=C4C(=CC=3)N=C(C3SC(C)=NC=3C)C=C4)[N:52]2[CH2:55][C:56](=O)N(C)C)=CC=1)=O.CN(C)C1CCNCC1. No catalyst specified. The product is [CH:19]1([C:9]2[C:10]3[C:15](=[CH:14][C:13]([C:16]([OH:18])=[O:17])=[CH:12][CH:11]=3)[N:7]([CH2:6][C:4]([N:2]3[CH2:1][CH2:61][CH:51]([N:52]([CH2:55][CH3:56])[CH2:53][CH3:49])[CH2:50][CH2:3]3)=[O:5])[C:8]=2[C:25]2[CH:26]=[C:27]3[C:32](=[CH:33][CH:34]=2)[N:31]=[C:30]([C:35]2[S:39][C:38]([CH3:40])=[N:37][C:36]=2[CH3:41])[CH:29]=[CH:28]3)[CH2:20][CH2:21][CH2:22][CH2:23][CH2:24]1. The yield is 0.350. (2) The product is [CH3:1][O:2][C:3](=[O:17])[C:4]1[CH:9]=[CH:8][CH:7]=[CH:6][C:5]=1[C:10]1[O:16][N:13]=[CH:12][CH:11]=1. The catalyst is CO. The yield is 0.520. The reactants are [CH3:1][O:2][C:3](=[O:17])[C:4]1[CH:9]=[CH:8][CH:7]=[CH:6][C:5]=1[C:10](=[O:16])/[CH:11]=[CH:12]/[N:13](C)C.Cl.NO. (3) The reactants are [O:1]1[C:5]2[CH:6]=[CH:7][C:8]([C:10]3[CH:15]=[CH:14][C:13]([C:16]4[N:21]=[C:20]([O:22][CH2:23][CH2:24][CH2:25][CH2:26][C:27]([CH3:50])([CH3:49])[CH2:28][NH:29][C:30](=[O:48])[CH:31]([NH:40]C(OC(C)(C)C)=O)[CH2:32][C:33]5[CH:38]=[CH:37][C:36]([OH:39])=[CH:35][CH:34]=5)[CH:19]=[CH:18][CH:17]=4)=[CH:12][CH:11]=3)=[CH:9][C:4]=2[O:3][CH2:2]1.FC(F)(F)C(O)=O. The catalyst is C(Cl)Cl. The product is [NH2:40][CH:31]([CH2:32][C:33]1[CH:38]=[CH:37][C:36]([OH:39])=[CH:35][CH:34]=1)[C:30]([NH:29][CH2:28][C:27]([CH3:50])([CH3:49])[CH2:26][CH2:25][CH2:24][CH2:23][O:22][C:20]1[CH:19]=[CH:18][CH:17]=[C:16]([C:13]2[CH:14]=[CH:15][C:10]([C:8]3[CH:7]=[CH:6][C:5]4[O:1][CH2:2][O:3][C:4]=4[CH:9]=3)=[CH:11][CH:12]=2)[N:21]=1)=[O:48]. The yield is 0.910. (4) The reactants are P(Br)(Br)[Br:2].[C:5]([C:9]1[CH:10]=[C:11]([CH:38]=[C:39]([C:41]([CH3:44])([CH3:43])[CH3:42])[CH:40]=1)[CH:12]=[CH:13][C:14]1[CH:15]=[C:16]([CH:19]=[C:20]([CH:22]=[CH:23][C:24]2[CH:29]=[C:28]([C:30]([CH3:33])([CH3:32])[CH3:31])[CH:27]=[C:26]([C:34]([CH3:37])([CH3:36])[CH3:35])[CH:25]=2)[CH:21]=1)[CH2:17]O)([CH3:8])([CH3:7])[CH3:6].CC(O)C. The catalyst is ClCCl. The product is [C:5]([C:9]1[CH:10]=[C:11]([CH:38]=[C:39]([C:41]([CH3:44])([CH3:43])[CH3:42])[CH:40]=1)[CH:12]=[CH:13][C:14]1[CH:15]=[C:16]([CH:19]=[C:20]([CH:22]=[CH:23][C:24]2[CH:29]=[C:28]([C:30]([CH3:33])([CH3:32])[CH3:31])[CH:27]=[C:26]([C:34]([CH3:37])([CH3:36])[CH3:35])[CH:25]=2)[CH:21]=1)[CH2:17][Br:2])([CH3:8])([CH3:7])[CH3:6]. The yield is 0.850. (5) The reactants are [C:1]1([C:7]2[CH:8]=[CH:9][C:10]3[N:11]([C:13]([NH2:16])=[CH:14][N:15]=3)[N:12]=2)[CH:6]=[CH:5][CH:4]=[CH:3][CH:2]=1.N1C=CC=CC=1.[C:23](O[C:23](=[O:26])[CH2:24][CH3:25])(=[O:26])[CH2:24][CH3:25].C(=O)(O)[O-].[Na+]. The catalyst is ClCCl. The product is [C:1]1([C:7]2[CH:8]=[CH:9][C:10]3[N:11]([C:13]([NH:16][C:23](=[O:26])[CH2:24][CH3:25])=[CH:14][N:15]=3)[N:12]=2)[CH:2]=[CH:3][CH:4]=[CH:5][CH:6]=1. The yield is 0.790. (6) The reactants are [Cl:1][C:2]1[CH:7]=[CH:6][C:5]([S:8]([CH:11]([C:21]2[CH:26]=[C:25]([F:27])[CH:24]=[CH:23][C:22]=2[F:28])[C:12]2[N:17]=[CH:16][C:15]([C:18](O)=[O:19])=[CH:14][CH:13]=2)(=[O:10])=[O:9])=[CH:4][CH:3]=1.C(N(CC)CC)C.Cl.C(N=C=NCCCN(C)C)C.[NH2:48][C:49]1[CH:54]=[CH:53][C:52]([Cl:55])=[CH:51][N:50]=1. The catalyst is CN(C)C1C=CN=CC=1.ClCCl.CCCCCC. The product is [Cl:1][C:2]1[CH:7]=[CH:6][C:5]([S:8]([CH:11]([C:21]2[CH:26]=[C:25]([F:27])[CH:24]=[CH:23][C:22]=2[F:28])[C:12]2[CH:13]=[CH:14][C:15]([C:18]([NH:48][C:49]3[CH:54]=[CH:53][C:52]([Cl:55])=[CH:51][N:50]=3)=[O:19])=[CH:16][N:17]=2)(=[O:9])=[O:10])=[CH:4][CH:3]=1. The yield is 0.270. (7) The reactants are [F:1][C:2]([F:19])([F:18])[C:3]1[CH:8]=[CH:7][C:6]([C:9]2[C:10]([C:15]([OH:17])=O)=[CH:11][CH:12]=[CH:13][CH:14]=2)=[CH:5][CH:4]=1.[CH2:20]([O:22][C:23]([C:25]1[N:26]([CH2:37][CH3:38])[C:27]2[C:32]([CH:33]=1)=[CH:31][C:30]([N+:34]([O-])=O)=[CH:29][CH:28]=2)=[O:24])[CH3:21].CCN(C(C)C)C(C)C.C1CN([P+](Br)(N2CCCC2)N2CCCC2)CC1.F[P-](F)(F)(F)(F)F. The product is [CH2:20]([O:22][C:23]([C:25]1[N:26]([CH2:37][CH3:38])[C:27]2[C:32]([CH:33]=1)=[CH:31][C:30]([NH:34][C:15]([C:10]1[C:9]([C:6]3[CH:5]=[CH:4][C:3]([C:2]([F:1])([F:19])[F:18])=[CH:8][CH:7]=3)=[CH:14][CH:13]=[CH:12][CH:11]=1)=[O:17])=[CH:29][CH:28]=2)=[O:24])[CH3:21]. The catalyst is C(Cl)Cl. The yield is 0.544. (8) The reactants are [NH2:1][CH:2]1[C:11]2[C:6](=[CH:7][CH:8]=[C:9]([NH:12][C:13]([C:15]3[C:24](=[O:25])[C:23]4[C:18](=[CH:19][CH:20]=[CH:21][CH:22]=4)[NH:17][CH:16]=3)=[O:14])[CH:10]=2)[CH2:5][CH2:4][CH2:3]1.CCN(C(C)C)C(C)C.Cl[C:36]([O:38][CH3:39])=[O:37].N1CCCCC1. The catalyst is CO. The product is [CH3:39][O:38][C:36]([NH:1][CH:2]1[C:11]2[C:6](=[CH:7][CH:8]=[C:9]([NH:12][C:13]([C:15]3[C:24](=[O:25])[C:23]4[C:18](=[CH:19][CH:20]=[CH:21][CH:22]=4)[NH:17][CH:16]=3)=[O:14])[CH:10]=2)[CH2:5][CH2:4][CH2:3]1)=[O:37]. The yield is 0.350.